From a dataset of Forward reaction prediction with 1.9M reactions from USPTO patents (1976-2016). Predict the product of the given reaction. (1) The product is: [CH2:4]([N:8]1[C:12]([C:13]([O:15][CH2:16][CH3:17])=[O:14])=[C:11]([CH:18]([OH:19])[CH3:1])[N:10]=[C:9]1[N:20]1[CH2:25][CH2:24][N:23]([C:26]([O:28][C:29]([CH3:31])([CH3:30])[CH3:32])=[O:27])[CH2:22][CH2:21]1)[C:5]#[C:6][CH3:7]. Given the reactants [CH3:1][Mg]Br.[CH2:4]([N:8]1[C:12]([C:13]([O:15][CH2:16][CH3:17])=[O:14])=[C:11]([CH:18]=[O:19])[N:10]=[C:9]1[N:20]1[CH2:25][CH2:24][N:23]([C:26]([O:28][C:29]([CH3:32])([CH3:31])[CH3:30])=[O:27])[CH2:22][CH2:21]1)[C:5]#[C:6][CH3:7].[Cl-].[NH4+], predict the reaction product. (2) The product is: [C:15]([CH2:17][O:18][C:19]1[CH:20]=[C:21]([CH:22]=[CH:2][C:1]([C:4]2[C:13](=[O:14])[C:12]3[C:7](=[CH:8][CH:9]=[CH:10][CH:11]=3)[O:6][CH:5]=2)=[O:3])[CH:24]=[CH:25][CH:26]=1)#[N:16]. Given the reactants [C:1]([C:4]1[C:13](=[O:14])[C:12]2[C:7](=[CH:8][CH:9]=[CH:10][CH:11]=2)[O:6][CH:5]=1)(=[O:3])[CH3:2].[C:15]([CH2:17][O:18][C:19]1[CH:20]=[C:21]([CH:24]=[CH:25][CH:26]=1)[CH:22]=O)#[N:16], predict the reaction product. (3) Given the reactants [C:1]([O:5][C:6]([NH:8][C@H:9]([C:29]([O:31][CH3:32])=[O:30])[CH2:10][C:11]1[CH:16]=[CH:15][C:14]([N:17]2[C:22](=[O:23])[C:21]3[CH:24]=[CH:25][N:26]=[CH:27][C:20]=3[NH:19][C:18]2=[O:28])=[CH:13][CH:12]=1)=[O:7])([CH3:4])([CH3:3])[CH3:2].[C:33](=O)([O-])[O-].[K+].[K+].CI, predict the reaction product. The product is: [C:1]([O:5][C:6]([NH:8][C@H:9]([C:29]([O:31][CH3:32])=[O:30])[CH2:10][C:11]1[CH:12]=[CH:13][C:14]([N:17]2[C:22](=[O:23])[C:21]3[CH:24]=[CH:25][N:26]=[CH:27][C:20]=3[N:19]([CH3:33])[C:18]2=[O:28])=[CH:15][CH:16]=1)=[O:7])([CH3:3])([CH3:4])[CH3:2]. (4) Given the reactants [CH3:1][C:2]1[C:7](=[O:8])[CH2:6][C@H:5]([C:9]([CH3:11])=[CH2:10])[CH2:4][CH:3]=1.C(C1CC(=O)C(C)=CC1)=CC(=C)C.C[O-].[Na+].O.[H][H].C#N, predict the reaction product. The product is: [CH3:1][C:2]1[C:7](=[O:8])[CH2:6][CH:5]([C:9]([CH3:11])=[CH2:10])[CH2:4][CH:3]=1.